Task: Predict which catalyst facilitates the given reaction.. Dataset: Catalyst prediction with 721,799 reactions and 888 catalyst types from USPTO (1) Reactant: [Br-].[OH:2][C:3]1[CH:28]=[CH:27][C:26]([I:29])=[CH:25][C:4]=1[CH2:5][P+](C1C=CC=CC=1)(C1C=CC=CC=1)C1C=CC=CC=1.[F:30][C:31]1[CH:39]=[CH:38][C:34]([C:35](Cl)=O)=[CH:33][CH:32]=1.C(N(CC)CC)C. Product: [F:30][C:31]1[CH:39]=[CH:38][C:34]([C:35]2[O:2][C:3]3[CH:28]=[CH:27][C:26]([I:29])=[CH:25][C:4]=3[CH:5]=2)=[CH:33][CH:32]=1. The catalyst class is: 11. (2) Reactant: [F:1][C:2]1[CH:3]=[CH:4][C:5]([C:18]([F:21])([F:20])[F:19])=[C:6]2[C:10]=1[N:9]([CH2:11][CH2:12][O:13][CH3:14])[CH:8]=[C:7]2[C:15](O)=[O:16].CCN(CC)CC.Cl.[F:30][C:31]([F:50])([F:49])[C:32]([NH:34][CH2:35][C:36]1[CH:41]=[CH:40][C:39]([F:42])=[C:38]([CH:43]2[CH2:48][CH2:47][NH:46][CH2:45][CH2:44]2)[CH:37]=1)=[O:33].CCN=C=NCCCN(C)C. The catalyst class is: 2. Product: [F:50][C:31]([F:49])([F:30])[C:32]([NH:34][CH2:35][C:36]1[CH:41]=[CH:40][C:39]([F:42])=[C:38]([CH:43]2[CH2:48][CH2:47][N:46]([C:15]([C:7]3[C:6]4[C:10](=[C:2]([F:1])[CH:3]=[CH:4][C:5]=4[C:18]([F:21])([F:19])[F:20])[N:9]([CH2:11][CH2:12][O:13][CH3:14])[CH:8]=3)=[O:16])[CH2:45][CH2:44]2)[CH:37]=1)=[O:33]. (3) Reactant: [Cl:1][C:2]1[CH:3]=[C:4]2[C:12](=[C:13]([NH2:17])[C:14]=1[O:15][CH3:16])[NH:11][C:10]1[CH:9]=[N:8][CH:7]=[CH:6][C:5]2=1.[CH3:18][C:19]1[C:24]([C:25](O)=[O:26])=[CH:23][N:22]=[CH:21][N:20]=1. Product: [Cl:1][C:2]1[CH:3]=[C:4]2[C:12](=[C:13]([NH:17][C:25]([C:24]3[C:19]([CH3:18])=[N:20][CH:21]=[N:22][CH:23]=3)=[O:26])[C:14]=1[O:15][CH3:16])[NH:11][C:10]1[CH:9]=[N:8][CH:7]=[CH:6][C:5]2=1. The catalyst class is: 106. (4) Reactant: [Br:1][C:2]1[CH:7]=[CH:6][C:5]([C:8]23[O:14][C:11]([CH2:15][CH:16](C(OC)=O)[C:17]([O:19][CH3:20])=[O:18])([CH2:12][CH2:13]2)[CH2:10][CH2:9]3)=[CH:4][CH:3]=1.[Cl-].[Li+]. Product: [Br:1][C:2]1[CH:3]=[CH:4][C:5]([C:8]23[O:14][C:11]([CH2:15][CH2:16][C:17]([O:19][CH3:20])=[O:18])([CH2:10][CH2:9]2)[CH2:12][CH2:13]3)=[CH:6][CH:7]=1. The catalyst class is: 58.